This data is from Experimentally validated miRNA-target interactions with 360,000+ pairs, plus equal number of negative samples. The task is: Binary Classification. Given a miRNA mature sequence and a target amino acid sequence, predict their likelihood of interaction. (1) The miRNA is hsa-miR-4312 with sequence GGCCUUGUUCCUGUCCCCA. The protein sequence of the target gene is MAGWAGFELSALNPLRTLWLALAAAFLFALLLQLAPARLLPSCALFQDLLRYGKTKQSGSRRPAVCRAFDVPKRYFSHFYVISVVWNGSLLWLLSQSLFLGAPFPNWLSALLRTLGATQFQALEMESKASRMPAAELALSAFLVLVFLWVHSLRRLFECFYVSVFSNAAIHVVQYCFGLVYYVLVGLTVLSQVPMDDKNVYVLGKNLLIQARWFHILGMVMFFWSSAHQYKCHVILSNLRRNKKGVVIHCQHRIPFGDWFEYVSSANYLAELMIYISMAVTFGLHNLTWWLVVTYVFSSQ.... Result: 0 (no interaction). (2) The miRNA is hsa-miR-8054 with sequence GAAAGUACAGAUCGGAUGGGU. The protein sequence of the target gene is MAVRELCFPRQRQVLFLFLFWGVSLAGSGFGRYSVTEETEKGSFVVNLAKDLGLAEGELAARGTRVVSDDNKQYLLLDSHTGNLLTNEKLDREKLCGPKEPCMLYFQILMDDPFQIYRAELRVRDINDHAPVFQDKETVLKISENTAEGTAFRLERAQDPDGGLNGIQNYTISPNSFFHINISGGDEGMIYPELVLDKALDREEQGELSLTLTALDGGSPSRSGTSTVRIVVLDVNDNAPQFAQALYETQAPENSPIGFLIVKVWAEDVDSGVNAEVSYSFFDASENIRTTFQINPFSGE.... Result: 0 (no interaction). (3) The protein sequence of the target gene is MAQGLVTFADVAIDFSQEEWACLNSAQRDLYWDVMLENYSNLVSLDLESAYENKSLPTEKNIHEIRASKRNSDRRSKSLGRNWICEGTLERPQRSRGRYVNQMIINYVKRPATREGTPPRTHQRHHKENSFECKDCGKAFSRGYQLSQHQKIHTGEKPYECKECKKAFRWGNQLTQHQKIHTGEKPYECKDCGKAFRWGSSLVIHKRIHTGEKPYECKDCGKAFRRGDELTQHQRFHTGEKDYECKDCGKTFSRVYKLIQHKRIHSGEKPYECKDCGKAFICGSSLIQHKRIHTGEKPYE.... Result: 1 (interaction). The miRNA is hsa-miR-939-3p with sequence CCCUGGGCCUCUGCUCCCCAG. (4) The miRNA is hsa-miR-503-5p with sequence UAGCAGCGGGAACAGUUCUGCAG. The protein sequence of the target gene is MVRLPLQCVLWGCLLTAVHPEPPTACREKQYLINSQCCSLCQPGQKLVSDCTEFTETECLPCGESEFLDTWNRETHCHQHKYCDPNLGLRVQQKGTSETDTICTCEEGWHCTSEACESCVLHRSCSPGFGVKQIATGVSDTICEPCPVGFFSNVSSAFEKCHPWTSCETKDLVVQQAGTNKTDVVCGPQDRLRALVVIPIIFGILFAILLVLVFIKKVAKKPTNKAPHPKQEPQEINFPDDLPGSNTAAPVQETLHGCQPVTQEDGKESRISVQERQ. Result: 1 (interaction). (5) Result: 0 (no interaction). The miRNA is hsa-miR-6727-3p with sequence UCCUGCCACCUCCUCCGCAG. The protein sequence of the target gene is MAQFGGQKNPPWATQFTATAVSQPAALGVQQPSLLGASPTIYTQQTALAAAGLTTQTPANYQLTQTAALQQQAAAVLQQQYSQPQQALYSVQQQLQQPQQTILTQPAVALPTSLSLSTPQPAAQITVSYPTPRSSQQQTQPQKQRVFTGVVTKLHDTFGFVDEDVFFQLGAVKGKTPQVGDRVLVEATYNPNMPFKWNAQRIQTLPNQNQSQTQPLLKTPTAVIQPIVPQTTFGVQAQPQPQSLLQAQISAASITPLLQTQPQPLLQQPQQKAGLLQPPVRIVSQPQPARRLDPPSRFSG.... (6) The protein sequence of the target gene is MGLAWGLGVLLLLHACGSNRIPESGGDNSVFDIFELTGAARKRSGRRLVKGPDPSSPAFRIEDANLIPPVPDKKFQDLVDAVRAEKGFLLLASLRQMKKTRGTLLAVERKDHSGQVFSVISNGKAGTLDLSLTVQGKQHVVSVEEALLATGQWKSITLFVQEDRAQLYIDCEKMENAELDVPIQSIFTRDLASIARLRIAKGGVNDNFQGVLQNVRFVFGTTPEDILRNKGCSSSTSVFVTLDNNVVNGSSPAIRTDYIGHKTKDLQAICGISCDELSSMVLELRGLRTIVTTLQDSIRK.... Result: 0 (no interaction). The miRNA is hsa-miR-662 with sequence UCCCACGUUGUGGCCCAGCAG.